This data is from Reaction yield outcomes from USPTO patents with 853,638 reactions. The task is: Predict the reaction yield, written as a fraction of the theoretical maximum amount of product (1.0 means a 100% yield; for example, 0.34 means a 34% yield). (1) The catalyst is C(#N)C. The product is [Cl:1][C:2]1[N:3]=[C:4]([NH:41][CH2:40][CH2:39][CH2:38][O:37][C:36]2[CH:42]=[C:43]([N+:46]([O-:48])=[O:47])[CH:44]=[CH:45][C:35]=2[N:32]2[CH:33]=[N:34][C:30]([CH3:29])=[N:31]2)[C:5]2[CH2:10][CH2:9][CH:8]([C:11]3[CH:16]=[CH:15][C:14]([F:17])=[CH:13][C:12]=3[F:18])[C:6]=2[N:7]=1. The yield is 0.554. The reactants are [Cl:1][C:2]1[N:3]=[C:4](Cl)[C:5]2[CH2:10][CH2:9][CH:8]([C:11]3[CH:16]=[CH:15][C:14]([F:17])=[CH:13][C:12]=3[F:18])[C:6]=2[N:7]=1.C(N(C(C)C)CC)(C)C.[CH3:29][C:30]1[N:34]=[CH:33][N:32]([C:35]2[CH:45]=[CH:44][C:43]([N+:46]([O-:48])=[O:47])=[CH:42][C:36]=2[O:37][CH2:38][CH2:39][CH2:40][NH2:41])[N:31]=1. (2) The reactants are [C:1]([C:5]1[N:9]([CH2:10][CH:11]2[CH2:16][CH2:15][O:14][CH2:13][CH2:12]2)[C:8]2[CH:17]=[CH:18][C:19]([S:21](Cl)(=[O:23])=[O:22])=[CH:20][C:7]=2[N:6]=1)([CH3:4])([CH3:3])[CH3:2].[NH:25]1[CH:29]=[C:28]([CH:30]=[O:31])[CH:27]=[N:26]1. The catalyst is CN(C1C=CN=CC=1)C.CC#N. The product is [C:1]([C:5]1[N:9]([CH2:10][CH:11]2[CH2:16][CH2:15][O:14][CH2:13][CH2:12]2)[C:8]2[CH:17]=[CH:18][C:19]([S:21]([N:25]3[CH:29]=[C:28]([CH:30]=[O:31])[CH:27]=[N:26]3)(=[O:23])=[O:22])=[CH:20][C:7]=2[N:6]=1)([CH3:4])([CH3:3])[CH3:2]. The yield is 0.300.